The task is: Predict the reaction yield, written as a fraction of the theoretical maximum amount of product (1.0 means a 100% yield; for example, 0.34 means a 34% yield).. This data is from Reaction yield outcomes from USPTO patents with 853,638 reactions. (1) The reactants are [OH:1][C:2]1[CH:3]=[C:4]([CH:7]=[C:8]([O:11][CH3:12])[C:9]=1[OH:10])[CH:5]=[O:6].C([O-])([O-])=O.[K+].[K+].CN(C=O)C.Br[CH2:25][CH2:26]Br. The catalyst is O. The product is [CH3:12][O:11][C:8]1[C:9]2[O:10][CH2:25][CH2:26][O:1][C:2]=2[CH:3]=[C:4]([CH:5]=[O:6])[CH:7]=1. The yield is 0.430. (2) The reactants are Cl.[NH2:2][CH2:3][C:4]([C:6]1[CH:11]=[CH:10][CH:9]=[CH:8][CH:7]=1)=[O:5].C(N(CC)CC)C.[CH3:19][S:20](Cl)(=[O:22])=[O:21].Cl. The yield is 0.570. The catalyst is ClCCl.O. The product is [CH3:19][S:20]([NH:2][CH2:3][C:4]([C:6]1[CH:11]=[CH:10][CH:9]=[CH:8][CH:7]=1)=[O:5])(=[O:22])=[O:21]. (3) The reactants are [Cl:1][CH2:2][CH2:3][CH2:4][S:5]([N:8]1[CH2:13][CH2:12][CH:11]([NH:14][C:15]2[N:24]=[CH:23][C:22]3[CH2:21][CH2:20][C:19]4[C:25]([C:29]([NH:31][C:32]5[C:37]([CH2:38][CH3:39])=[CH:36][CH:35]=[CH:34][C:33]=5[CH2:40][CH3:41])=[O:30])=[N:26][N:27]([CH3:28])[C:18]=4[C:17]=3[N:16]=2)[CH2:10][CH2:9]1)(=[O:7])=[O:6].[CH3:42][NH2:43]. The product is [ClH:1].[CH2:38]([C:37]1[CH:36]=[CH:35][CH:34]=[C:33]([CH2:40][CH3:41])[C:32]=1[NH:31][C:29]([C:25]1[C:19]2[CH2:20][CH2:21][C:22]3[CH:23]=[N:24][C:15]([NH:14][CH:11]4[CH2:12][CH2:13][N:8]([S:5]([CH2:4][CH2:3][CH2:2][NH:43][CH3:42])(=[O:7])=[O:6])[CH2:9][CH2:10]4)=[N:16][C:17]=3[C:18]=2[N:27]([CH3:28])[N:26]=1)=[O:30])[CH3:39]. The catalyst is O1CCCC1.ClCCl.CO. The yield is 0.760. (4) The reactants are [F:1][C:2]([F:13])([F:12])[C:3]1[CH:4]=[C:5](B(O)O)[CH:6]=[CH:7][CH:8]=1.C(=O)([O-])[O-].[K+].[K+].[CH3:20][C:21]1[CH:26]=[CH:25][C:24]([S:27]([O:30][CH2:31][CH:32]2[CH2:36][C:35]3[C:37](C4C=CC=CC=4)=[CH:38][CH:39]=[CH:40][C:34]=3[O:33]2)(=[O:29])=[O:28])=[CH:23][CH:22]=1. The catalyst is CC1C=CC=CC=1[P](C1C=CC=CC=1C)([Pd](Cl)(Cl)[P](C1=C(C)C=CC=C1)(C1C=CC=CC=1C)C1C=CC=CC=1C)C1C=CC=CC=1C. The product is [CH3:20][C:21]1[CH:22]=[CH:23][C:24]([S:27]([O:30][CH2:31][CH:32]2[CH2:36][C:35]3[CH:37]=[CH:38][CH:39]=[C:40]([C:5]4[CH:6]=[CH:7][CH:8]=[C:3]([C:2]([F:13])([F:12])[F:1])[CH:4]=4)[C:34]=3[O:33]2)(=[O:28])=[O:29])=[CH:25][CH:26]=1. The yield is 0.900. (5) The reactants are [Cl:1][C:2]1[CH:3]=[CH:4][C:5]([CH3:23])=[C:6]([C:8]2[NH:9][C:10]([C:15]3[CH:20]=[CH:19][N:18]=[C:17]([NH:21][CH3:22])[N:16]=3)=[CH:11][C:12]=2[C:13]#[N:14])[CH:7]=1.O.S(=O)(=O)(O)[OH:26].N. The catalyst is C(O)(C(F)(F)F)=O. The product is [Cl:1][C:2]1[CH:3]=[CH:4][C:5]([CH3:23])=[C:6]([C:8]2[NH:9][C:10]([C:15]3[CH:20]=[CH:19][N:18]=[C:17]([NH:21][CH3:22])[N:16]=3)=[CH:11][C:12]=2[C:13]([NH2:14])=[O:26])[CH:7]=1. The yield is 0.880. (6) The reactants are [F:1][C:2]([F:21])([F:20])[O:3][C:4]1[CH:9]=[CH:8][C:7]([C:10]2[CH:18]=[CH:17][CH:16]=[C:15]3[C:11]=2[CH2:12][C:13](=[O:19])[NH:14]3)=[CH:6][CH:5]=1.[CH2:22]([N:24]([CH2:39][CH3:40])[CH2:25][CH2:26][NH:27][C:28]([C:30]1[C:34]([CH3:35])=[C:33]([CH:36]=O)[NH:32][C:31]=1[CH3:38])=[O:29])[CH3:23]. The catalyst is C(O)C.N1CCCCC1. The product is [CH2:39]([N:24]([CH2:22][CH3:23])[CH2:25][CH2:26][NH:27][C:28]([C:30]1[C:34]([CH3:35])=[C:33]([CH:36]=[C:12]2[C:11]3[C:15](=[CH:16][CH:17]=[CH:18][C:10]=3[C:7]3[CH:6]=[CH:5][C:4]([O:3][C:2]([F:1])([F:20])[F:21])=[CH:9][CH:8]=3)[NH:14][C:13]2=[O:19])[NH:32][C:31]=1[CH3:38])=[O:29])[CH3:40]. The yield is 0.560. (7) The reactants are [CH:1]1([C:7]2[C:8]3[CH:36]=[CH:35][C:34]([C:37]([O:39]C)=[O:38])=[CH:33][C:9]=3[N:10]3[C:16]=2[C:15]2[CH:17]=[CH:18][CH:19]=[C:20]([N:21]([CH2:25][CH2:26][N:27]4[CH2:32][CH2:31][CH2:30][CH2:29][CH2:28]4)[CH2:22][CH2:23][CH3:24])[C:14]=2[O:13][CH2:12][CH2:11]3)[CH2:6][CH2:5][CH2:4][CH2:3][CH2:2]1.[OH-].[Na+].[ClH:43]. The catalyst is O1CCCC1.CO. The product is [ClH:43].[ClH:43].[CH:1]1([C:7]2[C:8]3[CH:36]=[CH:35][C:34]([C:37]([OH:39])=[O:38])=[CH:33][C:9]=3[N:10]3[C:16]=2[C:15]2[CH:17]=[CH:18][CH:19]=[C:20]([N:21]([CH2:25][CH2:26][N:27]4[CH2:32][CH2:31][CH2:30][CH2:29][CH2:28]4)[CH2:22][CH2:23][CH3:24])[C:14]=2[O:13][CH2:12][CH2:11]3)[CH2:6][CH2:5][CH2:4][CH2:3][CH2:2]1. The yield is 0.950. (8) The reactants are Cl.[CH3:2][C:3]1([CH3:33])[CH:7]([N:8]2[CH2:12][CH2:11][CH2:10][CH2:9]2)[C:6]2[C:13]([CH3:32])=[C:14]([N:19]3[CH2:24][CH2:23][N:22](C(OC(C)(C)C)=O)[CH2:21][CH2:20]3)[C:15]([CH3:18])=[C:16]([CH3:17])[C:5]=2[O:4]1.[OH-].[Na+]. The catalyst is C(OCC)(=O)C.C1COCC1. The product is [CH3:2][C:3]1([CH3:33])[CH:7]([N:8]2[CH2:9][CH2:10][CH2:11][CH2:12]2)[C:6]2[C:13]([CH3:32])=[C:14]([N:19]3[CH2:20][CH2:21][NH:22][CH2:23][CH2:24]3)[C:15]([CH3:18])=[C:16]([CH3:17])[C:5]=2[O:4]1. The yield is 1.00. (9) The reactants are [CH2:1]([O:3][C:4](=[O:25])[CH2:5][CH2:6][CH2:7][CH2:8][CH2:9][NH:10][C:11]([NH:13][C:14]1[CH:19]=[C:18]([N+:20]([O-:22])=[O:21])[C:17](Br)=[C:16]([CH3:24])[CH:15]=1)=[O:12])[CH3:2].[C:26]([O:30][C:31](=[O:54])[NH:32][C:33]([C:35]1[S:36][C:37]([S:52][CH3:53])=[C:38]([S:40]([C:43]2[CH:48]=[CH:47][CH:46]=[C:45](B(O)O)[CH:44]=2)(=[O:42])=[O:41])[CH:39]=1)=[NH:34])([CH3:29])([CH3:28])[CH3:27].C([O-])([O-])=O.[Na+].[Na+].C(O)C. The catalyst is C1C=CC([P]([Pd]([P](C2C=CC=CC=2)(C2C=CC=CC=2)C2C=CC=CC=2)([P](C2C=CC=CC=2)(C2C=CC=CC=2)C2C=CC=CC=2)[P](C2C=CC=CC=2)(C2C=CC=CC=2)C2C=CC=CC=2)(C2C=CC=CC=2)C2C=CC=CC=2)=CC=1.C1(C)C=CC=CC=1. The product is [CH2:1]([O:3][C:4](=[O:25])[CH2:5][CH2:6][CH2:7][CH2:8][CH2:9][NH:10][C:11]([NH:13][C:14]1[CH:15]=[C:16]([CH3:24])[C:17]([C:47]2[CH:46]=[CH:45][CH:44]=[C:43]([S:40]([C:38]3[CH:39]=[C:35]([C:33]([NH:32][C:31]([O:30][C:26]([CH3:27])([CH3:28])[CH3:29])=[O:54])=[NH:34])[S:36][C:37]=3[S:52][CH3:53])(=[O:41])=[O:42])[CH:48]=2)=[C:18]([N+:20]([O-:22])=[O:21])[CH:19]=1)=[O:12])[CH3:2]. The yield is 0.370.